From a dataset of Forward reaction prediction with 1.9M reactions from USPTO patents (1976-2016). Predict the product of the given reaction. (1) Given the reactants S(Cl)([Cl:3])=O.CN(C=O)C.[N:10]1[CH:11]=[C:12]([C:27]([CH3:32])([CH3:31])[C:28](O)=[O:29])[N:13]2[C:26]=1[C:25]1[CH:24]=[CH:23][CH:22]=[CH:21][C:20]=1[C:19]1[CH:18]=[CH:17][CH:16]=[CH:15][C:14]2=1, predict the reaction product. The product is: [N:10]1[CH:11]=[C:12]([C:27]([CH3:32])([CH3:31])[C:28]([Cl:3])=[O:29])[N:13]2[C:26]=1[C:25]1[CH:24]=[CH:23][CH:22]=[CH:21][C:20]=1[C:19]1[CH:18]=[CH:17][CH:16]=[CH:15][C:14]2=1. (2) Given the reactants C([N-]C(C)C)(C)C.[Li+].[F:9][C:10]([F:22])([F:21])[C:11]1[CH:16]=[CH:15][C:14]([CH2:17][C:18]([OH:20])=[O:19])=[CH:13][CH:12]=1.I[CH2:24][CH:25]1[CH2:29][CH2:28][CH2:27][CH2:26]1, predict the reaction product. The product is: [CH:25]1([CH2:24][CH:17]([C:14]2[CH:13]=[CH:12][C:11]([C:10]([F:21])([F:22])[F:9])=[CH:16][CH:15]=2)[C:18]([OH:20])=[O:19])[CH2:29][CH2:28][CH2:27][CH2:26]1.